This data is from Reaction yield outcomes from USPTO patents with 853,638 reactions. The task is: Predict the reaction yield, written as a fraction of the theoretical maximum amount of product (1.0 means a 100% yield; for example, 0.34 means a 34% yield). The reactants are [CH3:1][C:2]1[S:6][C:5]([C:7]([O:9][CH3:10])=[O:8])=[CH:4][C:3]=1[NH:11][S:12]([C:15]1[S:16][CH:17]=[CH:18][CH:19]=1)(=[O:14])=[O:13].[H-].[Na+].[CH3:22]I.O. The catalyst is CN(C)C=O. The product is [CH3:1][C:2]1[S:6][C:5]([C:7]([O:9][CH3:10])=[O:8])=[CH:4][C:3]=1[N:11]([CH3:22])[S:12]([C:15]1[S:16][CH:17]=[CH:18][CH:19]=1)(=[O:13])=[O:14]. The yield is 0.990.